This data is from Full USPTO retrosynthesis dataset with 1.9M reactions from patents (1976-2016). The task is: Predict the reactants needed to synthesize the given product. Given the product [C:1]([N:5]1[C:9]([C:10]2[CH:15]=[CH:14][C:13]([CH3:16])=[CH:12][CH:11]=2)=[CH:8][C:7]([CH2:17][CH2:18][CH2:19][N:32]2[CH2:31][CH2:30][N:29]([CH:28]([C:35]3[CH:40]=[CH:39][C:38]([F:41])=[CH:37][CH:36]=3)[C:25]3[CH:24]=[CH:23][C:22]([F:21])=[CH:27][CH:26]=3)[CH2:34][CH2:33]2)=[N:6]1)([CH3:4])([CH3:3])[CH3:2], predict the reactants needed to synthesize it. The reactants are: [C:1]([N:5]1[C:9]([C:10]2[CH:15]=[CH:14][C:13]([CH3:16])=[CH:12][CH:11]=2)=[CH:8][C:7]([CH2:17][CH2:18][CH:19]=O)=[N:6]1)([CH3:4])([CH3:3])[CH3:2].[F:21][C:22]1[CH:27]=[CH:26][C:25]([CH:28]([C:35]2[CH:40]=[CH:39][C:38]([F:41])=[CH:37][CH:36]=2)[N:29]2[CH2:34][CH2:33][NH:32][CH2:31][CH2:30]2)=[CH:24][CH:23]=1.CCN(C(C)C)C(C)C.[BH-](OC(C)=O)(OC(C)=O)OC(C)=O.[Na+].